This data is from Full USPTO retrosynthesis dataset with 1.9M reactions from patents (1976-2016). The task is: Predict the reactants needed to synthesize the given product. (1) Given the product [CH2:32]([N:25]([CH2:7][CH2:8][CH2:9][CH2:10][CH2:11][CH2:12][CH2:13][CH2:14][CH2:15][CH2:16][CH2:17][CH2:18][CH2:19][CH2:20][CH2:21][CH2:22][CH2:23][CH3:24])[CH2:26][CH2:31][CH2:52][OH:53])[CH2:33][CH2:34][CH2:35][CH2:36][CH2:37][CH2:38][CH2:39][CH2:40][CH2:41][CH2:42][CH2:43][CH2:44][CH2:45][CH2:46][CH2:47][CH2:48][CH3:49], predict the reactants needed to synthesize it. The reactants are: [H-].[H-].[H-].[H-].[Li+].[Al+3].[CH2:7]([N:25]([CH2:32][CH2:33][CH2:34][CH2:35][CH2:36][CH2:37][CH2:38][CH2:39][CH2:40][CH2:41][CH2:42][CH2:43][CH2:44][CH2:45][CH2:46][CH2:47][CH2:48][CH3:49])[CH:26]([CH3:31])C(OC)=O)[CH2:8][CH2:9][CH2:10][CH2:11][CH2:12][CH2:13][CH2:14][CH2:15][CH2:16][CH2:17][CH2:18][CH2:19][CH2:20][CH2:21][CH2:22][CH2:23][CH3:24].C1C[O:53][CH2:52]C1. (2) Given the product [C:1]([O:5][C:6](=[O:19])[NH:7][CH2:8][C@@H:9]1[CH2:11][C@H:10]1[C:12]1[CH:13]=[C:14]([C:24]2[CH:25]=[CH:26][C:21]([Cl:20])=[CH:22][CH:23]=2)[CH:15]=[CH:16][CH:17]=1)([CH3:4])([CH3:3])[CH3:2], predict the reactants needed to synthesize it. The reactants are: [C:1]([O:5][C:6](=[O:19])[NH:7][CH2:8][C@@H:9]1[CH2:11][C@H:10]1[C:12]1[CH:17]=[CH:16][CH:15]=[C:14](Br)[CH:13]=1)([CH3:4])([CH3:3])[CH3:2].[Cl:20][C:21]1[CH:26]=[CH:25][C:24](B(O)O)=[CH:23][CH:22]=1.C([O-])([O-])=O.[K+].[K+]. (3) The reactants are: Br[C:2]1[CH:7]=[CH:6][C:5]([C@H:8]([C:24]2[CH:29]=[CH:28][CH:27]=[CH:26][CH:25]=2)[N:9]2[CH2:14][CH2:13][N:12]([CH2:15][C:16]([O:18][C:19]([CH3:22])([CH3:21])[CH3:20])=[O:17])[C@H:11]([CH3:23])[CH2:10]2)=[CH:4][CH:3]=1.[C:30]1([C:36]#[CH:37])[CH:35]=[CH:34][CH:33]=[CH:32][CH:31]=1.O.O.O.[F-].C([N+](CCCC)(CCCC)CCCC)CCC.CCCCCC. Given the product [CH3:23][C@@H:11]1[CH2:10][N:9]([C@@H:8]([C:24]2[CH:29]=[CH:28][CH:27]=[CH:26][CH:25]=2)[C:5]2[CH:6]=[CH:7][C:2]([C:37]#[C:36][C:30]3[CH:35]=[CH:34][CH:33]=[CH:32][CH:31]=3)=[CH:3][CH:4]=2)[CH2:14][CH2:13][N:12]1[CH2:15][C:16]([O:18][C:19]([CH3:22])([CH3:21])[CH3:20])=[O:17], predict the reactants needed to synthesize it. (4) Given the product [Cl:22][C:23]1[CH:24]=[C:25]([NH:26][C:19]2[C:20]3[N:12]([CH2:11][CH2:10][OH:9])[CH:13]=[CH:14][C:15]=3[N:16]=[CH:17][N:18]=2)[CH:27]=[CH:28][C:29]=1[O:30][C:31]1[CH:39]=[C:38]2[C:34]([CH:35]=[CH:36][NH:37]2)=[CH:33][CH:32]=1, predict the reactants needed to synthesize it. The reactants are: C([O:9][CH2:10][CH2:11][N:12]1[C:20]2[C:19](Cl)=[N:18][CH:17]=[N:16][C:15]=2[CH:14]=[CH:13]1)(=O)C1C=CC=CC=1.[Cl:22][C:23]1[CH:24]=[C:25]([CH:27]=[CH:28][C:29]=1[O:30][C:31]1[CH:39]=[C:38]2[C:34]([CH:35]=[CH:36][NH:37]2)=[CH:33][CH:32]=1)[NH2:26].Cl.N1C=CC=CC=1.C(=O)([O-])O.[Na+].[OH-].[Na+]. (5) Given the product [O:60]=[S:53]1(=[O:61])[CH2:59][CH2:58][CH2:57][N:56]([C:36](=[O:37])[CH2:35][NH:34][C@:18]23[CH2:30][CH2:29][C@@H:28]([C:31]([CH3:33])=[CH2:32])[C@@H:19]2[C@@H:20]2[C@@:15]([CH3:46])([CH2:16][CH2:17]3)[C@@:14]3([CH3:47])[C@@H:23]([C@:24]4([CH3:27])[C@@H:11]([CH2:12][CH2:13]3)[C:10]([CH3:49])([CH3:48])[C:9]([C:6]3[CH2:7][CH2:8][C@@:3]([CH2:2][F:1])([C:50]([OH:52])=[O:51])[CH2:4][CH:5]=3)=[CH:26][CH2:25]4)[CH2:22][CH2:21]2)[CH2:55][CH2:54]1, predict the reactants needed to synthesize it. The reactants are: [F:1][CH2:2][C@@:3]1([C:50]([OH:52])=[O:51])[CH2:8][CH2:7][C:6]([C:9]2[C:10]([CH3:49])([CH3:48])[C@H:11]3[C@:24]([CH3:27])([CH2:25][CH:26]=2)[C@@H:23]2[C@:14]([CH3:47])([C@@:15]4([CH3:46])[C@H:20]([CH2:21][CH2:22]2)[C@H:19]2[C@H:28]([C:31]([CH3:33])=[CH2:32])[CH2:29][CH2:30][C@:18]2([NH:34][CH2:35][C:36](N2CCC(O)(C)CC2)=[O:37])[CH2:17][CH2:16]4)[CH2:13][CH2:12]3)=[CH:5][CH2:4]1.[S:53]1(=[O:61])(=[O:60])[CH2:59][CH2:58][CH2:57][NH:56][CH2:55][CH2:54]1.C(O)(C(F)(F)F)=O.